This data is from Peptide-MHC class I binding affinity with 185,985 pairs from IEDB/IMGT. The task is: Regression. Given a peptide amino acid sequence and an MHC pseudo amino acid sequence, predict their binding affinity value. This is MHC class I binding data. (1) The peptide sequence is QQFANVISK. The MHC is HLA-A03:01 with pseudo-sequence HLA-A03:01. The binding affinity (normalized) is 0.629. (2) The peptide sequence is TWEAWWTEYW. The MHC is HLA-B45:01 with pseudo-sequence HLA-B45:01. The binding affinity (normalized) is 0.116. (3) The peptide sequence is FPPTSFGPLV. The MHC is HLA-B51:01 with pseudo-sequence HLA-B51:01. The binding affinity (normalized) is 0.192. (4) The peptide sequence is INISGYNFSL. The MHC is H-2-Db with pseudo-sequence H-2-Db. The binding affinity (normalized) is 0.00994. (5) The peptide sequence is VHGMNFTKL. The MHC is HLA-A80:01 with pseudo-sequence HLA-A80:01. The binding affinity (normalized) is 0.0847. (6) The peptide sequence is SQVNPLTLTA. The MHC is HLA-A02:06 with pseudo-sequence HLA-A02:06. The binding affinity (normalized) is 0.527. (7) The peptide sequence is MLKSKNINI. The MHC is HLA-A02:01 with pseudo-sequence HLA-A02:01. The binding affinity (normalized) is 0.365. (8) The binding affinity (normalized) is 0.0847. The peptide sequence is FMRFAFLSM. The MHC is HLA-C07:01 with pseudo-sequence HLA-C07:01.